From a dataset of Full USPTO retrosynthesis dataset with 1.9M reactions from patents (1976-2016). Predict the reactants needed to synthesize the given product. (1) Given the product [C:25]([NH:22][C:23](=[O:24])[N:15]([CH2:14][CH2:13][CH2:12][CH2:11][CH2:10][CH2:9][O:8][Si:1]([C:4]([CH3:7])([CH3:6])[CH3:5])([CH3:3])[CH3:2])[CH:16]1[CH2:17][CH2:18][CH2:19][CH2:20][CH2:21]1)([CH3:28])([CH3:27])[CH3:26], predict the reactants needed to synthesize it. The reactants are: [Si:1]([O:8][CH2:9][CH2:10][CH2:11][CH2:12][CH2:13][CH2:14][NH:15][CH:16]1[CH2:21][CH2:20][CH2:19][CH2:18][CH2:17]1)([C:4]([CH3:7])([CH3:6])[CH3:5])([CH3:3])[CH3:2].[N:22]([C:25]([CH3:28])([CH3:27])[CH3:26])=[C:23]=[O:24]. (2) The reactants are: [NH2:1][OH:2].[CH3:3]/[C:4](/[C:7]1[N:11]([C:12]2[CH:17]=[CH:16][C:15]([OH:18])=[CH:14][C:13]=2[F:19])[N:10]=[C:9]([CH3:20])[C:8]=1[C:21]#[N:22])=[CH:5]/[CH3:6].CC1SC=C(C)C=1C1N(C2C=CC(O)=CC=2F)N=C(C)C=1C#N. Given the product [CH3:3]/[C:4](/[C:7]1[N:11]([C:12]2[CH:17]=[CH:16][C:15]([OH:18])=[CH:14][C:13]=2[F:19])[N:10]=[C:9]([CH3:20])[C:8]=1[C:21](=[NH:22])[NH:1][OH:2])=[CH:5]/[CH3:6], predict the reactants needed to synthesize it. (3) Given the product [OH:28][CH2:27][C:26]([NH:25][C:23]([NH:22][CH2:21][CH2:20][CH2:19][C:16]1[CH:17]=[CH:18][C:13]([CH2:12][C:8]2[C:9]([CH3:11])=[CH:10][C:5]([OH:4])=[C:6]([C@@H:34]3[O:51][C@H:50]([CH2:52][OH:53])[C@@H:45]([OH:46])[C@H:40]([OH:41])[C@H:35]3[OH:36])[CH:7]=2)=[CH:14][CH:15]=1)=[O:24])([CH3:32])[CH3:33], predict the reactants needed to synthesize it. The reactants are: C([O:4][C:5]1[CH:10]=[C:9]([CH3:11])[C:8]([CH2:12][C:13]2[CH:18]=[CH:17][C:16]([CH2:19][CH2:20][CH2:21][NH:22][C:23]([NH:25][C:26]([CH3:33])([CH3:32])[CH2:27][O:28]C(=O)C)=[O:24])=[CH:15][CH:14]=2)=[CH:7][C:6]=1[C@@H:34]1[O:51][C@H:50]([CH2:52][O:53]C(=O)C)[C@@H:45]([O:46]C(=O)C)[C@H:40]([O:41]C(=O)C)[C@H:35]1[O:36]C(=O)C)(=O)C.C[O-].[Na+].C(=O)=O. (4) Given the product [OH:35][C:32]1[CH:33]=[CH:34][C:29]([CH2:28][NH:27][C:25]2[N:24]=[C:23]([O:36][CH2:37][C:38]([F:41])([F:40])[F:39])[N:22]=[C:21]([NH:20][C:17]3[CH:18]=[CH:19][C:14]([C:13]([NH:12][CH2:11][C:10]([CH3:44])([CH3:43])[CH2:9][NH:8][C:2](=[O:7])[C:3]([O:5][CH3:6])=[O:4])=[O:42])=[CH:15][CH:16]=3)[N:26]=2)=[CH:30][CH:31]=1, predict the reactants needed to synthesize it. The reactants are: Cl[C:2](=[O:7])[C:3]([O:5][CH3:6])=[O:4].[NH2:8][CH2:9][C:10]([CH3:44])([CH3:43])[CH2:11][NH:12][C:13](=[O:42])[C:14]1[CH:19]=[CH:18][C:17]([NH:20][C:21]2[N:26]=[C:25]([NH:27][CH2:28][C:29]3[CH:34]=[CH:33][C:32]([OH:35])=[CH:31][CH:30]=3)[N:24]=[C:23]([O:36][CH2:37][C:38]([F:41])([F:40])[F:39])[N:22]=2)=[CH:16][CH:15]=1.CCN(C(C)C)C(C)C. (5) Given the product [CH2:1]([O:8][C:9]([NH:11][C@H:12]([C:16]([O:18][CH2:19][CH2:20][C:21]([O:23][CH2:43][Cl:42])=[O:22])=[O:17])[CH:13]([CH3:15])[CH3:14])=[O:10])[C:2]1[CH:3]=[CH:4][CH:5]=[CH:6][CH:7]=1, predict the reactants needed to synthesize it. The reactants are: [CH2:1]([O:8][C:9]([NH:11][C@H:12]([C:16]([O:18][CH2:19][CH2:20][C:21]([OH:23])=[O:22])=[O:17])[CH:13]([CH3:15])[CH3:14])=[O:10])[C:2]1[CH:7]=[CH:6][CH:5]=[CH:4][CH:3]=1.[OH-].C([N+](CCCC)(CCCC)CCCC)CCC.[Cl:42][CH2:43]I. (6) Given the product [CH3:1][C:2]1([CH3:9])[CH2:7][CH2:6][C:5](=[N:11][OH:12])[CH2:4][CH2:3]1, predict the reactants needed to synthesize it. The reactants are: [CH3:1][C:2]1([CH3:9])[CH2:7][CH2:6][C:5](=O)[CH2:4][CH2:3]1.Cl.[NH2:11][OH:12].C([O-])(=O)C.[Na+]. (7) Given the product [F:23][C:12]1[C:11]([CH:6]([CH3:7])[CH:5]([OH:24])[OH:4])=[C:20]2[C:15]([CH:16]=[CH:17][C:18]([O:21][CH3:22])=[N:19]2)=[CH:14][CH:13]=1, predict the reactants needed to synthesize it. The reactants are: [BH4-].[Li+].C[O:4][C:5](=[O:24])[CH:6]([C:11]1[C:12]([F:23])=[CH:13][CH:14]=[C:15]2[C:20]=1[N:19]=[C:18]([O:21][CH3:22])[CH:17]=[CH:16]2)[C:7](OC)=O.CO.Cl.